Dataset: Reaction yield outcomes from USPTO patents with 853,638 reactions. Task: Predict the reaction yield, written as a fraction of the theoretical maximum amount of product (1.0 means a 100% yield; for example, 0.34 means a 34% yield). The reactants are [Li][CH2:2]CCC.N([CH:10]([CH3:12])[CH3:11])C(C)C.[CH:13]1([C:16]([O:18]CCCC)=[O:17])[CH2:15][CH2:14]1.Br[CH2:24][CH2:25][CH2:26][CH2:27][Cl:28].[NH4+].[Cl-]. The catalyst is C1COCC1. The product is [Cl:28][CH2:27][CH2:26][CH2:25][CH2:24][C:13]1([C:16]([O:18][C:10]([CH3:11])([CH3:12])[CH3:2])=[O:17])[CH2:14][CH2:15]1. The yield is 0.520.